Dataset: Reaction yield outcomes from USPTO patents with 853,638 reactions. Task: Predict the reaction yield, written as a fraction of the theoretical maximum amount of product (1.0 means a 100% yield; for example, 0.34 means a 34% yield). (1) The reactants are [F:1][C:2]1[CH:7]=[CH:6][CH:5]=[C:4]([F:8])[C:3]=1[C:9]1[CH:14]=[CH:13][C:12](F)=[C:11]([CH:16]=O)[CH:10]=1.O.O.[NH2:20][NH2:21]. No catalyst specified. The product is [F:1][C:2]1[CH:7]=[CH:6][CH:5]=[C:4]([F:8])[C:3]=1[C:9]1[CH:10]=[C:11]2[C:12](=[CH:13][CH:14]=1)[NH:21][N:20]=[CH:16]2. The yield is 0.254. (2) The reactants are [C:1]([CH2:4][C:5](=[O:7])[CH3:6])(=[O:3])[CH3:2].C(NC1C=CC(S([N:21]=[N+:22]=[N-])(=O)=O)=CC=1)(=O)C.C(N(CC)CC)C. The catalyst is C(#N)C. The product is [N+:21](=[C:4]([C:5](=[O:7])[CH3:6])[C:1](=[O:3])[CH3:2])=[N-:22]. The yield is 1.00. (3) The reactants are [NH2:1][C:2]1[N:6]([C:7]2[CH:8]=[C:9]([CH:16]=[CH:17][C:18]=2[CH3:19])[C:10]([NH:12][CH:13]2[CH2:15][CH2:14]2)=[O:11])[N:5]=[C:4](OCC)[C:3]=1[C:23](=[O:30])[C:24]1[CH:29]=[CH:28][CH:27]=[CH:26][CH:25]=1.[Cu](C#N)[C:32]#[N:33].N.C(OCC)(=O)C. The catalyst is CN(C)C=O. The product is [NH2:1][C:2]1[N:6]([C:7]2[CH:8]=[C:9]([CH:16]=[CH:17][C:18]=2[CH3:19])[C:10]([NH:12][CH:13]2[CH2:15][CH2:14]2)=[O:11])[N:5]=[CH:4][C:3]=1[C:23](=[O:30])[C:24]1[CH:25]=[CH:26][CH:27]=[C:28]([C:32]#[N:33])[CH:29]=1. The yield is 0.510. (4) The reactants are [Cl:1][C:2]1[C:7]2[CH:8]=[CH:9][O:10][C:6]=2[CH:5]=[CH:4][N:3]=1.[Br:11]Br. The catalyst is C(Cl)(Cl)(Cl)Cl. The product is [Br:11][C:8]1[C:7]2[C:2]([Cl:1])=[N:3][CH:4]=[CH:5][C:6]=2[O:10][CH:9]=1. The yield is 0.960.